Task: Predict which catalyst facilitates the given reaction.. Dataset: Catalyst prediction with 721,799 reactions and 888 catalyst types from USPTO (1) Reactant: [OH-].[Na+].[ClH:3].Cl.[NH2:5][C:6]1[C:35]([CH3:36])=[CH:34][C:9]([O:10][C:11]2[CH:12]=[CH:13][C:14]3[N:18]=[C:17]([CH2:19][O:20][C:21]4[CH:31]=[CH:30][C:24]([C:25]([O:27]CC)=[O:26])=[CH:23][CH:22]=4)[N:16]([CH3:32])[C:15]=3[CH:33]=2)=[CH:8][C:7]=1[CH3:37].Cl. Product: [ClH:3].[ClH:3].[NH2:5][C:6]1[C:7]([CH3:37])=[CH:8][C:9]([O:10][C:11]2[CH:12]=[CH:13][C:14]3[N:18]=[C:17]([CH2:19][O:20][C:21]4[CH:31]=[CH:30][C:24]([C:25]([OH:27])=[O:26])=[CH:23][CH:22]=4)[N:16]([CH3:32])[C:15]=3[CH:33]=2)=[CH:34][C:35]=1[CH3:36]. The catalyst class is: 12. (2) Reactant: [Cl:1][C:2]1[CH:11]=[C:10]([Cl:12])[C:5]([C:6]([O:8]C)=O)=[C:4]([N+:13]([O-:15])=[O:14])[C:3]=1[O:16][CH3:17].[CH2:18]([NH2:21])[CH2:19][CH3:20]. Product: [Cl:1][C:2]1[CH:11]=[C:10]([Cl:12])[C:5]([C:6]([NH:21][CH2:18][CH2:19][CH3:20])=[O:8])=[C:4]([N+:13]([O-:15])=[O:14])[C:3]=1[O:16][CH3:17]. The catalyst class is: 309. (3) Product: [CH:28]1([N:23]2[C:22]3[CH:33]=[CH:34][C:19]([CH:17]([OH:18])[CH:16]([NH:15][C:5](=[O:7])[CH2:4][CH2:3][O:2][CH3:1])[C:35]4[CH:36]=[C:37]([CH3:41])[CH:38]=[CH:39][CH:40]=4)=[CH:20][C:21]=3[N:25]([CH3:26])[C:24]2=[O:27])[CH2:29][CH2:30][CH2:31][CH2:32]1. The catalyst class is: 606. Reactant: [CH3:1][O:2][CH2:3][CH2:4][C:5]([OH:7])=O.C(Cl)(=O)C(Cl)=O.Cl.[NH2:15][CH:16]([C:35]1[CH:36]=[C:37]([CH3:41])[CH:38]=[CH:39][CH:40]=1)[CH:17]([C:19]1[CH:34]=[CH:33][C:22]2[N:23]([CH:28]3[CH2:32][CH2:31][CH2:30][CH2:29]3)[C:24](=[O:27])[N:25]([CH3:26])[C:21]=2[CH:20]=1)[OH:18].C(N(CC)CC)C.